This data is from Reaction yield outcomes from USPTO patents with 853,638 reactions. The task is: Predict the reaction yield, written as a fraction of the theoretical maximum amount of product (1.0 means a 100% yield; for example, 0.34 means a 34% yield). (1) The reactants are [CH3:1][O:2][C:3]1[CH:4]=[C:5]2[C:10](=[CH:11][C:12]=1[O:13][CH3:14])[NH:9][CH:8]=[CH:7][C:6]2=[S:15].Br[C:17]1[S:18][C:19]([N+:22]([O-:24])=[O:23])=[CH:20][N:21]=1.C(OCC)(=O)C.[OH-].[Na+]. The catalyst is CN(C)C=O.CCCCCC. The product is [CH3:1][O:2][C:3]1[CH:4]=[C:5]2[C:10](=[CH:11][C:12]=1[O:13][CH3:14])[N:9]=[CH:8][CH:7]=[C:6]2[S:15][C:17]1[S:18][C:19]([N+:22]([O-:24])=[O:23])=[CH:20][N:21]=1. The yield is 0.490. (2) The reactants are [Cl:1][C:2]1[CH:8]=[CH:7][C:5]([NH2:6])=[CH:4][CH:3]=1.[N:9]([O-])=O.[Na+].C([O-])(=O)C.[Na+].[C:18]([CH2:21][C:22](=[O:24])[CH3:23])(=[O:20])[CH3:19]. The catalyst is C(O)(=O)C.Cl.O.C(O)C. The product is [Cl:1][C:2]1[CH:8]=[CH:7][C:5]([NH:6][N:9]=[C:21]([C:22](=[O:24])[CH3:23])[C:18](=[O:20])[CH3:19])=[CH:4][CH:3]=1. The yield is 0.900. (3) The reactants are [F:1][C:2]1[CH:3]=[C:4]2[C:9](=[CH:10][C:11]=1[O:12][CH3:13])[C:8](=[O:14])[NH:7][CH:6]=[CH:5]2. The catalyst is CCO.[Pd]. The product is [F:1][C:2]1[CH:3]=[C:4]2[C:9](=[CH:10][C:11]=1[O:12][CH3:13])[C:8](=[O:14])[NH:7][CH2:6][CH2:5]2. The yield is 0.800. (4) The reactants are CN(C(ON1N=NC2C=CC=NC1=2)=[N+](C)C)C.F[P-](F)(F)(F)(F)F.[CH3:25][C:26]([NH2:29])([CH3:28])[CH3:27].[CH3:30][O:31][C:32]1[CH:33]=[C:34]2[C:38](=[CH:39][CH:40]=1)[N:37]([CH3:41])[N:36]=[C:35]2[C:42]1[N:43]=[C:44]2[C:50]([C:51](O)=[O:52])=[CH:49][N:48]([CH2:54][O:55][CH2:56][CH2:57][Si:58]([CH3:61])([CH3:60])[CH3:59])[C:45]2=[N:46][CH:47]=1. The catalyst is CN(C=O)C. The product is [C:26]([NH:29][C:51]([C:50]1[C:44]2[C:45](=[N:46][CH:47]=[C:42]([C:35]3[C:34]4[C:38](=[CH:39][CH:40]=[C:32]([O:31][CH3:30])[CH:33]=4)[N:37]([CH3:41])[N:36]=3)[N:43]=2)[N:48]([CH2:54][O:55][CH2:56][CH2:57][Si:58]([CH3:59])([CH3:61])[CH3:60])[CH:49]=1)=[O:52])([CH3:28])([CH3:27])[CH3:25]. The yield is 0.892. (5) The reactants are [H-].[Na+].[Si:3]([O:10][CH2:11][CH2:12][CH2:13][OH:14])([C:6]([CH3:9])([CH3:8])[CH3:7])([CH3:5])[CH3:4].Cl[C:16]1[C:21]([CH3:22])=[C:20]([CH2:23][NH:24][CH:25]2[CH2:27][CH2:26]2)[CH:19]=[CH:18][N:17]=1. The catalyst is C1(C)C=CC=CC=1. The product is [Si:3]([O:10][CH2:11][CH2:12][CH2:13][O:14][C:16]1[C:21]([CH3:22])=[C:20]([CH2:23][NH:24][CH:25]2[CH2:27][CH2:26]2)[CH:19]=[CH:18][N:17]=1)([C:6]([CH3:8])([CH3:9])[CH3:7])([CH3:5])[CH3:4]. The yield is 0.260. (6) The reactants are Br[C:2]1[CH:3]=[C:4]2[C:9](=[CH:10][CH:11]=1)[N:8]=[CH:7][N:6]=[C:5]2[C:12]1[CH:13]=[C:14]([CH:17]=[CH:18][CH:19]=1)[C:15]#[N:16].B1(B2OC(C)(C)C(C)(C)O2)OC(C)(C)C(C)(C)O1.CC([O-])=O.[K+].C([O-])([O-])=O.[K+].[K+].Br[C:50]1[CH:51]=[C:52]([S:56]([NH2:59])(=[O:58])=[O:57])[CH:53]=[N:54][CH:55]=1. The catalyst is C1C=CC(P(C2C=CC=CC=2)[C-]2C=CC=C2)=CC=1.C1C=CC(P(C2C=CC=CC=2)[C-]2C=CC=C2)=CC=1.Cl[Pd]Cl.[Fe+2].C(Cl)Cl.O1CCOCC1. The product is [C:15]([C:14]1[CH:13]=[C:12]([C:5]2[C:4]3[C:9](=[CH:10][CH:11]=[C:2]([C:50]4[CH:51]=[C:52]([S:56]([NH2:59])(=[O:58])=[O:57])[CH:53]=[N:54][CH:55]=4)[CH:3]=3)[N:8]=[CH:7][N:6]=2)[CH:19]=[CH:18][CH:17]=1)#[N:16]. The yield is 0.340.